Dataset: Full USPTO retrosynthesis dataset with 1.9M reactions from patents (1976-2016). Task: Predict the reactants needed to synthesize the given product. (1) Given the product [NH2:23][C:20]1[N:21]=[CH:22][C:17]([C:3]2[CH:4]=[CH:5][C:6]([C:25]3[CH:30]=[CH:29][CH:28]=[CH:27][C:26]=3[S:31]([C:34]([CH3:38])([CH3:37])[C:35]#[N:36])(=[O:33])=[O:32])=[CH:7][C:2]=2[F:1])=[CH:18][N:19]=1, predict the reactants needed to synthesize it. The reactants are: [F:1][C:2]1[CH:7]=[C:6](B2OC(C)(C)C(C)(C)O2)[CH:5]=[CH:4][C:3]=1[C:17]1[CH:18]=[N:19][C:20]([NH2:23])=[N:21][CH:22]=1.Br[C:25]1[CH:30]=[CH:29][CH:28]=[CH:27][C:26]=1[S:31]([C:34]([CH3:38])([CH3:37])[C:35]#[N:36])(=[O:33])=[O:32]. (2) Given the product [CH3:14][CH2:13][CH2:12][CH2:11][CH2:10][CH2:9][CH2:8][CH2:7][CH2:6][CH2:5][CH:17]([OH:18])[CH2:16][CH2:15][CH2:19][CH2:5][CH2:6][CH2:7][CH2:8][CH2:9][CH2:10][CH3:11], predict the reactants needed to synthesize it. The reactants are: [Mg].II.Br[CH2:5][CH2:6][CH2:7][CH2:8][CH2:9][CH2:10][CH2:11][CH2:12][CH2:13][CH3:14].[CH2:15]1[CH2:19][O:18][CH2:17][CH2:16]1. (3) Given the product [NH:28]1[CH2:27][CH2:26][CH:25]([N:23]2[CH:24]=[C:20]([NH:19][C:11]3[N:10]=[C:9]([CH2:8][CH2:7][C:6]4[CH:38]=[CH:39][CH:40]=[CH:41][C:5]=4[CH:3]([CH3:4])[C:2]([NH2:1])=[O:42])[C:14]([C:15]([F:16])([F:18])[F:17])=[CH:13][N:12]=3)[CH:21]=[N:22]2)[CH2:30][CH2:29]1, predict the reactants needed to synthesize it. The reactants are: [NH2:1][C:2](=[O:42])[CH:3]([C:5]1[CH:41]=[CH:40][CH:39]=[CH:38][C:6]=1[CH2:7][CH2:8][C:9]1[C:14]([C:15]([F:18])([F:17])[F:16])=[CH:13][N:12]=[C:11]([NH:19][C:20]2[CH:21]=[N:22][N:23]([CH:25]3[CH2:30][CH2:29][N:28](C(OC(C)(C)C)=O)[CH2:27][CH2:26]3)[CH:24]=2)[N:10]=1)[CH3:4].C(O)(C(F)(F)F)=O.C([O-])(O)=O.[Na+].[OH-].[Na+]. (4) Given the product [C:23]([C:13]1[C:14]2[N:15]([CH:20]=[CH:21][N:22]=2)[C:16]([NH:26][CH2:27][CH:28]2[CH2:33][CH2:32][CH2:31][N:30]([C:34]([O:36][C:37]([CH3:40])([CH3:39])[CH3:38])=[O:35])[CH2:29]2)=[N:17][C:12]=1[NH:11][C:5]1[CH:4]=[C:3]([O:2][CH3:1])[CH:8]=[C:7]([O:9][CH3:10])[CH:6]=1)(=[O:24])[NH2:25], predict the reactants needed to synthesize it. The reactants are: [CH3:1][O:2][C:3]1[CH:4]=[C:5]([NH:11][C:12]2[N:17]=[C:16](SC)[N:15]3[CH:20]=[CH:21][N:22]=[C:14]3[C:13]=2[C:23]([NH2:25])=[O:24])[CH:6]=[C:7]([O:9][CH3:10])[CH:8]=1.[NH2:26][CH2:27][CH:28]1[CH2:33][CH2:32][CH2:31][N:30]([C:34]([O:36][C:37]([CH3:40])([CH3:39])[CH3:38])=[O:35])[CH2:29]1. (5) Given the product [CH2:30]([NH:37][C:38]([C:27]1[S:26][C:22]2[N:21]([C:20](=[O:29])[N:19]([C:11](=[O:18])[C:12]3[CH:13]=[CH:14][CH:15]=[CH:16][CH:17]=3)[C:24](=[O:25])[CH:23]=2)[CH:28]=1)=[O:39])[C:31]1[CH:36]=[CH:35][CH:34]=[CH:33][CH:32]=1, predict the reactants needed to synthesize it. The reactants are: C[Si](C)(C)N[Si](C)(C)C.[Li].[C:11]([N:19]1[C:24](=[O:25])[CH:23]=[C:22]2[S:26][CH:27]=[CH:28][N:21]2[C:20]1=[O:29])(=[O:18])[C:12]1[CH:17]=[CH:16][CH:15]=[CH:14][CH:13]=1.[CH2:30]([N:37]=[C:38]=[O:39])[C:31]1[CH:36]=[CH:35][CH:34]=[CH:33][CH:32]=1.[Cl-].[NH4+]. (6) Given the product [F:1][C:2]1[C:3]([C:10]([F:13])([F:12])[F:11])=[CH:4][C:5]([C:15]#[C:14][Si:16]([CH3:19])([CH3:18])[CH3:17])=[C:6]([CH:8]=1)[NH2:7], predict the reactants needed to synthesize it. The reactants are: [F:1][C:2]1[C:3]([C:10]([F:13])([F:12])[F:11])=[CH:4][C:5](I)=[C:6]([CH:8]=1)[NH2:7].[C:14]([Si:16]([CH3:19])([CH3:18])[CH3:17])#[CH:15]. (7) Given the product [CH:1]([C:4]1[N:8]2[C:9]([S:17][CH3:18])=[CH:10][CH:11]=[C:12]([C:13]([OH:15])=[O:14])[C:7]2=[N:6][N:5]=1)([CH3:3])[CH3:2], predict the reactants needed to synthesize it. The reactants are: [CH:1]([C:4]1[N:8]2[C:9]([S:17][CH3:18])=[CH:10][CH:11]=[C:12]([C:13]([O:15]C)=[O:14])[C:7]2=[N:6][N:5]=1)([CH3:3])[CH3:2].CO.[OH-].[Na+]. (8) The reactants are: [C:1]([C:3]1[CH:4]=[CH:5][C:6]2[O:10][C:9]([C:11]([C:14]3[C:22]([O:23][CH3:24])=[CH:21][C:20]([CH3:25])=[C:19]4[C:15]=3[CH:16]=[CH:17][N:18]4[C:26]([O:28][C:29]([CH3:32])([CH3:31])[CH3:30])=[O:27])([OH:13])[CH3:12])=[N:8][C:7]=2[CH:33]=1)#[N:2].[CH3:34]I.[H-].[Na+]. Given the product [C:29]([O:28][C:26]([N:18]1[C:19]2[C:15](=[C:14]([C:11]([C:9]3[O:10][C:6]4[CH:5]=[CH:4][C:3]([C:1]#[N:2])=[CH:33][C:7]=4[N:8]=3)([O:13][CH3:34])[CH3:12])[C:22]([O:23][CH3:24])=[CH:21][C:20]=2[CH3:25])[CH:16]=[CH:17]1)=[O:27])([CH3:32])([CH3:31])[CH3:30], predict the reactants needed to synthesize it.